Dataset: Forward reaction prediction with 1.9M reactions from USPTO patents (1976-2016). Task: Predict the product of the given reaction. (1) Given the reactants C1CCN2C(=NCCC2)CC1.C1(P([N:26]=[N+:27]=[N-:28])(C2C=CC=CC=2)=O)C=CC=CC=1.[CH2:29]([O:36][C:37]1[CH:44]=[CH:43][C:42]([C:45]([F:48])([F:47])[F:46])=[CH:41][C:38]=1[CH2:39]O)[C:30]1[CH:35]=[CH:34][CH:33]=[CH:32][CH:31]=1.O, predict the reaction product. The product is: [CH2:29]([O:36][C:37]1[CH:44]=[CH:43][C:42]([C:45]([F:48])([F:47])[F:46])=[CH:41][C:38]=1[CH2:39][N:26]=[N+:27]=[N-:28])[C:30]1[CH:35]=[CH:34][CH:33]=[CH:32][CH:31]=1. (2) Given the reactants [Cl:1][C:2]1[CH:21]=[CH:20][CH:19]=[C:18]([C:22]([F:25])([F:24])[F:23])[C:3]=1[C:4]([N:6]1[C:14]2[C:9](=[CH:10][CH:11]=[C:12]([CH:15]=[O:16])[CH:13]=2)[C:8](I)=[N:7]1)=[O:5].[F:26][C:27]1[CH:32]=[C:31]([C:33]([O:35][CH3:36])=[O:34])[CH:30]=[CH:29][C:28]=1B(O)O.[O-]P([O-])([O-])=O.[K+].[K+].[K+].COC1C=CC=C(OC)C=1C1C=CC=CC=1P(C1CCCCC1)C1CCCCC1, predict the reaction product. The product is: [Cl:1][C:2]1[CH:21]=[CH:20][CH:19]=[C:18]([C:22]([F:25])([F:24])[F:23])[C:3]=1[C:4]([N:6]1[C:14]2[C:9](=[CH:10][CH:11]=[C:12]([CH:15]=[O:16])[CH:13]=2)[C:8]([C:28]2[CH:29]=[CH:30][C:31]([C:33]([O:35][CH3:36])=[O:34])=[CH:32][C:27]=2[F:26])=[N:7]1)=[O:5]. (3) Given the reactants [Cl:1][C:2]1[CH:7]=[CH:6][C:5]([C:8]2[CH:17]=[CH:16][CH:15]=[C:14]3[C:9]=2[CH:10]=[CH:11][C:12]([S:18]([O-])(=[O:20])=[O:19])=[CH:13]3)=[C:4]([O:22][CH3:23])[CH:3]=1.[Na+].S(Cl)([Cl:27])=O, predict the reaction product. The product is: [Cl:1][C:2]1[CH:7]=[CH:6][C:5]([C:8]2[CH:17]=[CH:16][CH:15]=[C:14]3[C:9]=2[CH:10]=[CH:11][C:12]([S:18]([Cl:27])(=[O:20])=[O:19])=[CH:13]3)=[C:4]([O:22][CH3:23])[CH:3]=1. (4) Given the reactants [Cl:1][C:2]1[C:7]([Cl:8])=[CH:6][CH:5]=[CH:4][C:3]=1[CH2:9]O.[Br:11]P(Br)Br, predict the reaction product. The product is: [Br:11][CH2:9][C:3]1[CH:4]=[CH:5][CH:6]=[C:7]([Cl:8])[C:2]=1[Cl:1]. (5) Given the reactants CON(C)[C:4]([C:6]1[C:7]([C:21]([F:24])([F:23])[F:22])=[N:8][C:9]([NH:12][C:13]2[CH:18]=[CH:17][C:16]([Cl:19])=[CH:15][C:14]=2[Cl:20])=[N:10][CH:11]=1)=[O:5].[CH3:26][Li], predict the reaction product. The product is: [Cl:20][C:14]1[CH:15]=[C:16]([Cl:19])[CH:17]=[CH:18][C:13]=1[NH:12][C:9]1[N:8]=[C:7]([C:21]([F:24])([F:22])[F:23])[C:6]([C:4](=[O:5])[CH3:26])=[CH:11][N:10]=1. (6) Given the reactants [N:1]1([C:8]2[CH:18]=[CH:17][C:11]([C:12]([O:14]CC)=O)=[CH:10][CH:9]=2)[CH2:7][CH2:6][CH2:5][NH:4][CH2:3][CH2:2]1.[CH3:19][O:20][C:21]1[CH:22]=[C:23]([CH2:29][CH2:30][C:31]2[CH:32]=[C:33]([NH2:36])[NH:34][N:35]=2)[CH:24]=[C:25]([O:27][CH3:28])[CH:26]=1.C[Al](C)C, predict the reaction product. The product is: [N:1]1([C:8]2[CH:9]=[CH:10][C:11]([C:12]([NH:36][C:33]3[NH:34][N:35]=[C:31]([CH2:30][CH2:29][C:23]4[CH:24]=[C:25]([O:27][CH3:28])[CH:26]=[C:21]([O:20][CH3:19])[CH:22]=4)[CH:32]=3)=[O:14])=[CH:17][CH:18]=2)[CH2:7][CH2:6][CH2:5][NH:4][CH2:3][CH2:2]1.